The task is: Predict the reactants needed to synthesize the given product.. This data is from Full USPTO retrosynthesis dataset with 1.9M reactions from patents (1976-2016). Given the product [Cl:1][C:2]1[CH:3]=[CH:4][C:5]2[N:6]([C:8]([C:32]3[C:31]4[C:30](=[CH:2][CH:3]=[CH:4][CH:5]=4)[CH:35]=[CH:34][CH:33]=3)=[CH:9][N:10]=2)[N:7]=1, predict the reactants needed to synthesize it. The reactants are: [Cl:1][C:2]1[CH:3]=[CH:4][C:5]2[N:6]([CH:8]=[CH:9][N:10]=2)[N:7]=1.C(=O)([O-])[O-].[K+].[K+].[C:30]1(P([C:30]2[CH:35]=[CH:34][CH:33]=[CH:32][CH:31]=2)[C:30]2[CH:35]=[CH:34][CH:33]=[CH:32][CH:31]=2)[CH:35]=[CH:34][CH:33]=[CH:32][CH:31]=1.